From a dataset of TCR-epitope binding with 47,182 pairs between 192 epitopes and 23,139 TCRs. Binary Classification. Given a T-cell receptor sequence (or CDR3 region) and an epitope sequence, predict whether binding occurs between them. (1) The epitope is YVLDHLIVV. The TCR CDR3 sequence is CASSSGLAVYEQYF. Result: 0 (the TCR does not bind to the epitope). (2) The epitope is YFPLQSYGF. The TCR CDR3 sequence is CASSLEGQRYTEAFF. Result: 0 (the TCR does not bind to the epitope).